This data is from Full USPTO retrosynthesis dataset with 1.9M reactions from patents (1976-2016). The task is: Predict the reactants needed to synthesize the given product. (1) Given the product [CH:1]1([C:4]2[NH:8][N:7]=[C:6]([NH:9][C:10]3[CH:11]=[C:12]([NH:20][C@H:21]([C:23]4[CH:24]=[CH:25][C:26]([F:29])=[CH:27][CH:28]=4)[CH3:22])[C:13]([F:19])=[CH:14][C:15]=3[NH2:16])[CH:5]=2)[CH2:3][CH2:2]1, predict the reactants needed to synthesize it. The reactants are: [CH:1]1([C:4]2[NH:8][N:7]=[C:6]([NH:9][C:10]3[C:15]([N+:16]([O-])=O)=[CH:14][C:13]([F:19])=[C:12]([NH:20][C@H:21]([C:23]4[CH:28]=[CH:27][C:26]([F:29])=[CH:25][CH:24]=4)[CH3:22])[CH:11]=3)[CH:5]=2)[CH2:3][CH2:2]1.[Cl-].[NH4+].C([O-])(=O)C.[NH4+]. (2) The reactants are: C(N(CC)CC)C.[CH3:8][N:9]([CH3:13])[C:10](Cl)=[O:11].[Cl:14][C:15]1[CH:20]=[CH:19][C:18]([F:21])=[CH:17][C:16]=1[C:22]1[CH2:26][NH:25][CH:24]([C:27]2[CH:32]=[CH:31][CH:30]=[CH:29][CH:28]=2)[CH:23]=1. Given the product [Cl:14][C:15]1[CH:20]=[CH:19][C:18]([F:21])=[CH:17][C:16]=1[C:22]1[CH2:26][N:25]([C:10]([N:9]([CH3:13])[CH3:8])=[O:11])[CH:24]([C:27]2[CH:32]=[CH:31][CH:30]=[CH:29][CH:28]=2)[CH:23]=1, predict the reactants needed to synthesize it.